Dataset: Forward reaction prediction with 1.9M reactions from USPTO patents (1976-2016). Task: Predict the product of the given reaction. (1) Given the reactants BrC1OC(C2N=C3C=CC(C#N)=CN3C=2)=CC=1.[C:18]([C:20]1[CH:29]=[CH:28][C:23]([C:24](=O)[CH2:25]Br)=[CH:22][CH:21]=1)#[N:19].[NH2:30][C:31]1[CH:36]=[CH:35][C:34]([Br:37])=[CH:33][N:32]=1, predict the reaction product. The product is: [Br:37][C:34]1[CH:35]=[CH:36][C:31]2[N:32]([CH:25]=[C:24]([C:23]3[CH:28]=[CH:29][C:20]([C:18]#[N:19])=[CH:21][CH:22]=3)[N:30]=2)[CH:33]=1. (2) The product is: [F:1][C:2]1[CH:7]=[CH:6][C:5]([F:8])=[CH:4][C:3]=1[C:9]1[C:13]2[CH2:14][N:15]([CH2:18][CH3:30])[CH2:16][CH2:17][C:12]=2[N:11]([C:19]([NH:21][C@@H:22]([C:26]([CH3:29])([CH3:28])[CH3:27])[C:23]([OH:25])=[O:24])=[O:20])[N:10]=1. Given the reactants [F:1][C:2]1[CH:7]=[CH:6][C:5]([F:8])=[CH:4][C:3]=1[C:9]1[C:13]2[CH2:14][N:15]([CH3:18])[CH2:16][CH2:17][C:12]=2[N:11]([C:19]([NH:21][C@@H:22]([C:26]([CH3:29])([CH3:28])[CH3:27])[C:23]([OH:25])=[O:24])=[O:20])[N:10]=1.[CH2:30]=O, predict the reaction product. (3) Given the reactants [CH:1]1([O:5][C:6]2[CH:11]=[CH:10][C:9]([CH2:12][C:13]([O:15]C)=[O:14])=[CH:8][C:7]=2[O:17][CH3:18])[CH2:4][CH2:3][CH2:2]1.[OH-].[Li+], predict the reaction product. The product is: [CH:1]1([O:5][C:6]2[CH:11]=[CH:10][C:9]([CH2:12][C:13]([OH:15])=[O:14])=[CH:8][C:7]=2[O:17][CH3:18])[CH2:2][CH2:3][CH2:4]1. (4) Given the reactants [Br:1][C:2]1[CH:3]=[C:4]([CH:8]=[CH:9][N:10]=1)[C:5]([OH:7])=O.[F:11][C:12]1[CH:17]=[CH:16][C:15]([CH:18]([C:22]2[CH:27]=[CH:26][C:25]([F:28])=[CH:24][CH:23]=2)[CH2:19][CH2:20][NH2:21])=[CH:14][CH:13]=1, predict the reaction product. The product is: [F:11][C:12]1[CH:17]=[CH:16][C:15]([CH:18]([C:22]2[CH:23]=[CH:24][C:25]([F:28])=[CH:26][CH:27]=2)[CH2:19][CH2:20][NH:21][C:5](=[O:7])[C:4]2[CH:8]=[CH:9][N:10]=[C:2]([Br:1])[CH:3]=2)=[CH:14][CH:13]=1. (5) Given the reactants [C:1]([O:5][C:6](=[O:15])[NH:7][C:8]1[CH:13]=[CH:12][C:11]([OH:14])=[CH:10][CH:9]=1)([CH3:4])([CH3:3])[CH3:2].[Br:16][CH2:17][CH2:18][CH2:19][CH2:20]Br, predict the reaction product. The product is: [C:1]([O:5][C:6](=[O:15])[NH:7][C:8]1[CH:9]=[CH:10][C:11]([O:14][CH2:20][CH2:19][CH2:18][CH2:17][Br:16])=[CH:12][CH:13]=1)([CH3:4])([CH3:2])[CH3:3].